This data is from Forward reaction prediction with 1.9M reactions from USPTO patents (1976-2016). The task is: Predict the product of the given reaction. Given the reactants [N:1]1([C:7]([O:9][C:10]([CH3:13])([CH3:12])[CH3:11])=[O:8])CC=CC[CH2:2]1.Cl([O-])(=O)=[O:15].[K+].[O:19]1[CH2:23][CH2:22][CH2:21][CH2:20]1, predict the reaction product. The product is: [OH:19][CH:23]1[CH:22]([OH:15])[CH2:21][CH2:20][N:1]([C:7]([O:9][C:10]([CH3:13])([CH3:12])[CH3:11])=[O:8])[CH2:2]1.